From a dataset of Forward reaction prediction with 1.9M reactions from USPTO patents (1976-2016). Predict the product of the given reaction. (1) Given the reactants Br[C:2]1[CH:7]=[CH:6][CH:5]=[CH:4][C:3]=1[N+:8]([O-:10])=[O:9].[CH3:11][C@@H:12]1[CH2:17][NH:16][CH2:15][CH2:14][NH:13]1.C([O-])([O-])=O.[K+].[K+], predict the reaction product. The product is: [CH3:11][C@H:12]1[NH:13][CH2:14][CH2:15][N:16]([C:2]2[CH:7]=[CH:6][CH:5]=[CH:4][C:3]=2[N+:8]([O-:10])=[O:9])[CH2:17]1. (2) Given the reactants [CH:1]([C:3]1[CH:4]=[C:5]2[C:9](=[CH:10][CH:11]=1)[NH:8][C:7]([C:12]([NH2:14])=[O:13])=[C:6]2[S:15][C:16]1[CH:21]=[CH:20][CH:19]=[CH:18][CH:17]=1)=O.[NH2:22][CH:23]([CH3:27])[C:24]([NH2:26])=[O:25], predict the reaction product. The product is: [C:24]([CH:23]([NH:22][CH2:1][C:3]1[CH:4]=[C:5]2[C:9](=[CH:10][CH:11]=1)[NH:8][C:7]([C:12]([NH2:14])=[O:13])=[C:6]2[S:15][C:16]1[CH:21]=[CH:20][CH:19]=[CH:18][CH:17]=1)[CH3:27])(=[O:25])[NH2:26]. (3) Given the reactants [CH3:1][NH:2][CH2:3][C:4]1[CH:9]=[CH:8][C:7]([N+:10]([O-:12])=[O:11])=[CH:6][CH:5]=1.C(N(C(C)C)CC)(C)C.[CH3:34][C:33]([O:32][C:30](O[C:30]([O:32][C:33]([CH3:36])([CH3:35])[CH3:34])=[O:31])=[O:31])([CH3:36])[CH3:35], predict the reaction product. The product is: [C:33]([O:32][C:30](=[O:31])[N:2]([CH3:1])[CH2:3][C:4]1[CH:5]=[CH:6][C:7]([N+:10]([O-:12])=[O:11])=[CH:8][CH:9]=1)([CH3:34])([CH3:35])[CH3:36]. (4) Given the reactants Br[C:2]1[C:3]([OH:25])=[CH:4][CH:5]=[C:6]2[C:10]=1[N:9]([CH2:11][C@@H:12]([NH:14][C:15](=[O:24])[O:16][CH2:17][C:18]1[CH:23]=[CH:22][CH:21]=[CH:20][CH:19]=1)[CH3:13])[N:8]=[CH:7]2.[N+:26]([O-])([O-:28])=[O:27].[Na+].O, predict the reaction product. The product is: [OH:25][C:3]1[C:2]([N+:26]([O-:28])=[O:27])=[C:10]2[C:6]([CH:7]=[N:8][N:9]2[CH2:11][C@@H:12]([NH:14][C:15](=[O:24])[O:16][CH2:17][C:18]2[CH:23]=[CH:22][CH:21]=[CH:20][CH:19]=2)[CH3:13])=[CH:5][CH:4]=1. (5) Given the reactants [NH2:1][C:2]1[C:3]([CH3:8])=[CH:4][CH:5]=[CH:6][CH:7]=1.O.[F:10][C:11]([F:19])([F:18])[C:12]([C:14]([F:17])([F:16])[F:15])=[O:13].O.O.[F:10][C:11]([F:19])([F:18])[C:12]([C:14]([F:17])([F:16])[F:15])=[O:13], predict the reaction product. The product is: [NH2:1][C:2]1[CH:7]=[CH:6][C:5]([C:12]([OH:13])([C:14]([F:17])([F:16])[F:15])[C:11]([F:19])([F:18])[F:10])=[CH:4][C:3]=1[CH3:8]. (6) The product is: [NH2:26][C:20]1[C:19]2[C:24](=[CH:25][C:16]([CH2:15][N:11]3[CH:12]([CH3:14])[CH2:13][NH:8][CH:9]([CH2:28][CH2:29][CH3:30])[C:10]3=[O:27])=[CH:17][CH:18]=2)[N:23]=[CH:22][N:21]=1. Given the reactants C(OC([N:8]1[CH2:13][CH:12]([CH3:14])[N:11]([CH2:15][C:16]2[CH:25]=[C:24]3[C:19]([C:20]([NH2:26])=[N:21][CH:22]=[N:23]3)=[CH:18][CH:17]=2)[C:10](=[O:27])[CH:9]1[CH2:28][CH2:29][CH3:30])=O)(C)(C)C.Cl, predict the reaction product.